Dataset: Forward reaction prediction with 1.9M reactions from USPTO patents (1976-2016). Task: Predict the product of the given reaction. (1) Given the reactants [N+:1]([C:4]1[CH:5]=[C:6]([C:10]2[CH:15]=[CH:14][N:13]=[C:12]3[CH:16]=[C:17]([C:19]4[CH:24]=[C:23]([O:25][CH3:26])[C:22]([O:27][CH3:28])=[C:21]([O:29][CH3:30])[CH:20]=4)[O:18][C:11]=23)[CH:7]=[CH:8][CH:9]=1)([O-])=O, predict the reaction product. The product is: [CH3:26][O:25][C:23]1[CH:24]=[C:19]([C:17]2[O:18][C:11]3[C:12](=[N:13][CH:14]=[CH:15][C:10]=3[C:6]3[CH:5]=[C:4]([NH2:1])[CH:9]=[CH:8][CH:7]=3)[CH:16]=2)[CH:20]=[C:21]([O:29][CH3:30])[C:22]=1[O:27][CH3:28]. (2) Given the reactants Cl[C:2]1[CH:11]=[C:10]2[C:5]([C:6]([NH:12][C:13]3[CH:18]=[CH:17][C:16]([F:19])=[C:15]([Cl:20])[CH:14]=3)=[N:7][CH:8]=[N:9]2)=[CH:4][C:3]=1[N+:21]([O-:23])=[O:22].[CH3:24][C:25]([N:29]1[CH2:34][CH2:33][N:32]([CH3:35])[CH2:31][CH2:30]1)([CH3:28])[C:26]#[CH:27].C(N(CC)CC)C, predict the reaction product. The product is: [Cl:20][C:15]1[CH:14]=[C:13]([NH:12][C:6]2[C:5]3[C:10](=[CH:11][C:2]([C:27]#[C:26][C:25]([CH3:28])([N:29]4[CH2:30][CH2:31][N:32]([CH3:35])[CH2:33][CH2:34]4)[CH3:24])=[C:3]([N+:21]([O-:23])=[O:22])[CH:4]=3)[N:9]=[CH:8][N:7]=2)[CH:18]=[CH:17][C:16]=1[F:19]. (3) Given the reactants [CH2:1]([NH2:9])[CH2:2][CH2:3][CH2:4][CH2:5][CH2:6][CH2:7][CH3:8].[C:10]1([N:16]=[C:17]=[O:18])[CH:15]=[CH:14][CH:13]=[CH:12][CH:11]=1, predict the reaction product. The product is: [CH2:1]([NH:9][C:17]([NH:16][C:10]1[CH:15]=[CH:14][CH:13]=[CH:12][CH:11]=1)=[O:18])[CH2:2][CH2:3][CH2:4][CH2:5][CH2:6][CH2:7][CH3:8]. (4) Given the reactants C[O:2][C:3](=[O:39])[CH:4]=[CH:5][C:6]1[CH:11]=[CH:10][C:9]([N:12]([CH2:25][C:26]2[CH:31]=[CH:30][CH:29]=[C:28]([O:32][CH:33]3[CH2:38][CH2:37][CH2:36][CH2:35][O:34]3)[CH:27]=2)[S:13]([C:16]2[C:21]([CH3:22])=[CH:20][C:19]([CH3:23])=[CH:18][C:17]=2[CH3:24])(=[O:15])=[O:14])=[CH:8][CH:7]=1.[OH-].[Na+].Cl.C(OCC)(=O)C, predict the reaction product. The product is: [O:34]1[CH2:35][CH2:36][CH2:37][CH2:38][CH:33]1[O:32][C:28]1[CH:27]=[C:26]([CH:31]=[CH:30][CH:29]=1)[CH2:25][N:12]([S:13]([C:16]1[C:21]([CH3:22])=[CH:20][C:19]([CH3:23])=[CH:18][C:17]=1[CH3:24])(=[O:15])=[O:14])[C:9]1[CH:8]=[CH:7][C:6]([CH:5]=[CH:4][C:3]([OH:39])=[O:2])=[CH:11][CH:10]=1. (5) Given the reactants [CH2:1]1[C:9]2[C:4](=[CH:5][C:6]([NH:10][C:11]3[C:12](=[O:24])[NH:13][C:14](=[O:23])[C:15]=3[C:16]3[CH:21]=[CH:20][CH:19]=[C:18]([NH2:22])[CH:17]=3)=[CH:7][CH:8]=2)[CH2:3][CH2:2]1.[F:25][C:26]1[CH:27]=[C:28]([N:32]=[C:33]=[O:34])[CH:29]=[CH:30][CH:31]=1.C(=O)(O)[O-].[Na+], predict the reaction product. The product is: [CH2:1]1[C:9]2[C:4](=[CH:5][C:6]([NH:10][C:11]3[C:12](=[O:24])[NH:13][C:14](=[O:23])[C:15]=3[C:16]3[CH:21]=[CH:20][CH:19]=[C:18]([NH:22][C:33]([NH:32][C:28]4[CH:29]=[CH:30][CH:31]=[C:26]([F:25])[CH:27]=4)=[O:34])[CH:17]=3)=[CH:7][CH:8]=2)[CH2:3][CH2:2]1. (6) Given the reactants [C:1]([O:5][C:6]([N:8]1[CH2:13][CH2:12][C:11](=O)[CH2:10][CH2:9]1)=[O:7])([CH3:4])([CH3:3])[CH3:2].[CH3:15][C:16]1[C:17]([CH2:22][NH2:23])=[N:18][CH:19]=[CH:20][CH:21]=1.[BH-](OC(C)=O)(OC(C)=O)OC(C)=O.[Na+], predict the reaction product. The product is: [C:1]([O:5][C:6]([N:8]1[CH2:13][CH2:12][CH:11]([NH:23][CH2:22][C:17]2[C:16]([CH3:15])=[CH:21][CH:20]=[CH:19][N:18]=2)[CH2:10][CH2:9]1)=[O:7])([CH3:4])([CH3:3])[CH3:2].